From a dataset of Full USPTO retrosynthesis dataset with 1.9M reactions from patents (1976-2016). Predict the reactants needed to synthesize the given product. (1) Given the product [Cl:32][C:33]1[C:38]([CH3:39])=[CH:37][C:36]([O:1][CH2:2][CH2:3][CH2:4][C:5]2[C:15]3=[C:16]4[C:11](=[CH:12][CH:13]=[CH:14]3)[CH2:10][CH2:9][CH2:8][N:7]4[C:6]=2[C:17]([OH:19])=[O:18])=[CH:35][C:34]=1[CH3:41], predict the reactants needed to synthesize it. The reactants are: [OH:1][CH2:2][CH2:3][CH2:4][C:5]1[C:15]2=[C:16]3[C:11](=[CH:12][CH:13]=[CH:14]2)[CH2:10][CH2:9][CH2:8][N:7]3[C:6]=1[C:17]([O:19]C)=[O:18].C1(O)C2C(=CC=CC=2)C=CC=1.[Cl:32][C:33]1[C:38]([CH3:39])=[CH:37][C:36](O)=[CH:35][C:34]=1[CH3:41]. (2) The reactants are: [NH2:1][C:2]1[CH:34]=[CH:33][C:5]([C:6]([NH:8][C@H:9]2[CH2:14][C@@H:13]([F:15])[CH2:12][C@@H:11]([NH:16][C:17]3[N:22]=[C:21]([C:23]4[C:31]5[C:26](=[CH:27][CH:28]=[CH:29][CH:30]=5)[NH:25][CH:24]=4)[C:20]([Cl:32])=[CH:19][N:18]=3)[CH2:10]2)=[O:7])=[CH:4][CH:3]=1.C[CH2:36][N:37]([CH:41]([CH3:43])C)[CH:38](C)C.BrC/C=[CH:47]/[C:48](Cl)=[O:49].C(Cl)Cl.CNC.C1COCC1. Given the product [Cl:32][C:20]1[C:21]([C:23]2[C:31]3[C:26](=[CH:27][CH:28]=[CH:29][CH:30]=3)[NH:25][CH:24]=2)=[N:22][C:17]([NH:16][C@@H:11]2[CH2:12][C@H:13]([F:15])[CH2:14][C@H:9]([NH:8][C:6](=[O:7])[C:5]3[CH:4]=[CH:3][C:2]([NH:1][C:48](=[O:49])/[CH:47]=[CH:43]/[CH2:41][N:37]([CH3:36])[CH3:38])=[CH:34][CH:33]=3)[CH2:10]2)=[N:18][CH:19]=1, predict the reactants needed to synthesize it. (3) Given the product [C:16]([N:5]1[CH2:6][CH2:7][CH2:8][CH2:9][CH2:10]1)([O:15][C:12]([CH3:14])([CH3:13])[CH3:11])=[O:17], predict the reactants needed to synthesize it. The reactants are: C(O[N:5]1[CH2:10][CH2:9][CH2:8][CH2:7][CH2:6]1)(=O)C.[CH3:11][C:12]([O:15][C:16](O[C:16]([O:15][C:12]([CH3:14])([CH3:13])[CH3:11])=[O:17])=[O:17])([CH3:14])[CH3:13]. (4) The reactants are: Cl.S1C=CC=C1C(N)=N.Cl[C:11]1[CH:18]=[C:17]([F:19])[CH:16]=[CH:15][C:12]=1[CH:13]=O.C(OC)(=O)CC(C)=O.Cl.[O:29]1[CH:33]=[CH:32][CH:31]=[C:30]1[C:34]([NH2:36])=[NH:35].FC1C=CC(C=O)=CC=1.[C:46]([O:52][CH2:53][CH3:54])(=[O:51])[CH2:47][C:48]([CH3:50])=O. Given the product [O:29]1[CH:33]=[CH:32][CH:31]=[C:30]1[C:34]1[NH:36][C:48]([CH3:50])=[C:47]([C:46]([O:52][CH2:53][CH3:54])=[O:51])[CH:13]([C:12]2[CH:15]=[CH:16][C:17]([F:19])=[CH:18][CH:11]=2)[N:35]=1, predict the reactants needed to synthesize it.